This data is from Forward reaction prediction with 1.9M reactions from USPTO patents (1976-2016). The task is: Predict the product of the given reaction. (1) The product is: [C:9]([O:13][C:14]([NH:15][C:16]1[C:21]([C:23]([OH:25])=[O:24])=[CH:20][N:19]=[CH:18][CH:17]=1)=[O:22])([CH3:12])([CH3:10])[CH3:11]. Given the reactants CN(CCN(C)C)C.[C:9]([O:13][C:14](=[O:22])[NH:15][C:16]1[CH:21]=[CH:20][N:19]=[CH:18][CH:17]=1)([CH3:12])([CH3:11])[CH3:10].[C:23](=[O:25])=[O:24].[OH-].[Na+], predict the reaction product. (2) Given the reactants [C:1]12([NH:11][CH2:12][C:13]3[CH:18]=[CH:17][C:16](Br)=[CH:15][N:14]=3)[CH2:10][CH:5]3[CH2:6][CH:7]([CH2:9][CH:3]([CH2:4]3)[CH2:2]1)[CH2:8]2.[CH3:20][S:21][C:22]1[CH:27]=[CH:26][CH:25]=[CH:24][C:23]=1B(O)O, predict the reaction product. The product is: [C:1]12([NH:11][CH2:12][C:13]3[CH:18]=[CH:17][C:16]([C:23]4[CH:24]=[CH:25][CH:26]=[CH:27][C:22]=4[S:21][CH3:20])=[CH:15][N:14]=3)[CH2:10][CH:5]3[CH2:6][CH:7]([CH2:9][CH:3]([CH2:4]3)[CH2:2]1)[CH2:8]2. (3) Given the reactants C(OC)(=O)CCCCC(OC)=O.[CH2:13]1[C:21]2[C:16](=[CH:17][CH:18]=[CH:19][CH:20]=2)[CH2:15][CH:14]1O, predict the reaction product. The product is: [CH2:13]1[C:21]2[C:16](=[CH:17][CH:18]=[CH:19][CH:20]=2)[CH2:15][CH2:14]1. (4) Given the reactants [CH3:1][C:2]1[C:6]([C:7]([O:9]CC)=[O:8])=[C:5]([CH3:12])[NH:4][N:3]=1.BrC[CH:15]([O:18][CH3:19])[CH2:16][CH3:17], predict the reaction product. The product is: [CH3:19][O:18][CH2:15][CH2:16][CH2:17][N:4]1[C:5]([CH3:12])=[C:6]([C:7]([OH:9])=[O:8])[C:2]([CH3:1])=[N:3]1. (5) Given the reactants [CH2:1]([O:3][C:4](=[O:17])[CH:5]([C:15]#[N:16])[C:6]1[CH:11]=[CH:10][N:9]=[CH:8][C:7]=1[N+:12]([O-])=O)[CH3:2], predict the reaction product. The product is: [CH2:1]([O:3][C:4]([C:5]1[C:6]2[C:7](=[CH:8][N:9]=[CH:10][CH:11]=2)[NH:12][C:15]=1[NH2:16])=[O:17])[CH3:2]. (6) Given the reactants Br[C:2]1[CH:11]=[CH:10][C:5]([C:6]([O:8][CH3:9])=[O:7])=[CH:4][CH:3]=1.C1(P(C2C=CC=CC=2)C2C=CC=CC=2)C=CC=CC=1.[CH2:31]([OH:35])[CH2:32][C:33]#[CH:34], predict the reaction product. The product is: [CH3:9][O:8][C:6](=[O:7])[C:5]1[CH:10]=[CH:11][C:2]([C:34]#[C:33][CH2:32][CH2:31][OH:35])=[CH:3][CH:4]=1. (7) Given the reactants [C:1]1([CH3:11])[CH:6]=[CH:5][C:4]([S:7](Cl)(=[O:9])=[O:8])=[CH:3][CH:2]=1.[CH2:12]([OH:30])[CH2:13][O:14][CH2:15][CH2:16][O:17][CH2:18][CH2:19][O:20][CH2:21][CH2:22][O:23][CH2:24][CH2:25][O:26][CH2:27][CH2:28][OH:29].C(N([CH2:36][CH3:37])CC)C, predict the reaction product. The product is: [S:7]([O:29][CH2:28][CH2:27][O:26][CH2:25][CH2:24][O:23][CH2:22][CH2:21][O:20][CH2:19][CH2:18][O:17][CH2:16][CH2:15][O:14][CH2:13][CH2:12][O:30][S:7]([C:37]1[CH:36]=[CH:6][C:1]([CH3:11])=[CH:2][CH:3]=1)(=[O:9])=[O:8])([C:4]1[CH:5]=[CH:6][C:1]([CH3:11])=[CH:2][CH:3]=1)(=[O:9])=[O:8]. (8) Given the reactants [C:1](Cl)(=[O:11])[CH2:2][CH2:3][CH2:4][CH2:5][CH2:6][CH2:7][CH2:8][CH2:9][CH3:10].[F:13][C:14]([F:43])([F:42])[C:15]1[CH:41]=[CH:40][C:18]([CH2:19][O:20][C:21]2[CH:22]=[C:23]([CH:37]=[CH:38][CH:39]=2)[C:24]([NH:26][C:27]2[CH:32]=[CH:31][CH:30]=[CH:29][C:28]=2[S:33](=[O:36])(=[O:35])[NH2:34])=[O:25])=[CH:17][CH:16]=1, predict the reaction product. The product is: [F:43][C:14]([F:13])([F:42])[C:15]1[CH:16]=[CH:17][C:18]([CH2:19][O:20][C:21]2[CH:22]=[C:23]([CH:37]=[CH:38][CH:39]=2)[C:24]([NH:26][C:27]2[CH:32]=[CH:31][CH:30]=[CH:29][C:28]=2[S:33]([NH:34][C:1](=[O:11])[CH2:2][CH2:3][CH2:4][CH2:5][CH2:6][CH2:7][CH2:8][CH2:9][CH3:10])(=[O:36])=[O:35])=[O:25])=[CH:40][CH:41]=1. (9) Given the reactants [CH3:1][O:2][C:3](=[O:14])[CH2:4][CH2:5][C:6]1[CH:11]=[CH:10][C:9]([SH:12])=[CH:8][C:7]=1[CH3:13].C(=O)([O-])[O-].[K+].[K+].[OH:21][C@@H:22]([CH3:36])[CH2:23][CH2:24]OS(C1C=CC(C)=CC=1)(=O)=O, predict the reaction product. The product is: [CH3:1][O:2][C:3](=[O:14])[CH2:4][CH2:5][C:6]1[CH:11]=[CH:10][C:9]([S:12][CH2:24][CH2:23][C@@H:22]([OH:21])[CH3:36])=[CH:8][C:7]=1[CH3:13].